Dataset: CYP2C19 inhibition data for predicting drug metabolism from PubChem BioAssay. Task: Regression/Classification. Given a drug SMILES string, predict its absorption, distribution, metabolism, or excretion properties. Task type varies by dataset: regression for continuous measurements (e.g., permeability, clearance, half-life) or binary classification for categorical outcomes (e.g., BBB penetration, CYP inhibition). Dataset: cyp2c19_veith. (1) The compound is CCCCCCCCC(=O)NCc1cc(OC)c(O)cc1I. The result is 0 (non-inhibitor). (2) The drug is COc1ccc(CNn2c(C)nc3ccccc3c2=O)cc1. The result is 1 (inhibitor). (3) The drug is COc1cc([C@H](O)C(=O)O)ccc1O. The result is 0 (non-inhibitor). (4) The compound is C[C@H](O)C(=O)Nc1c(I)c(C(=O)NC(CO)CO)c(I)c(C(=O)NC(CO)CO)c1I. The result is 0 (non-inhibitor). (5) The molecule is CN(C)CCNC(=O)c1cc(Br)ccc1Cl. The result is 0 (non-inhibitor). (6) The compound is COCCn1c(=O)cnc2cnc(Oc3cccc(Cl)c3)nc21. The result is 1 (inhibitor).